From a dataset of Full USPTO retrosynthesis dataset with 1.9M reactions from patents (1976-2016). Predict the reactants needed to synthesize the given product. (1) Given the product [CH2:9]([O:8][C:6]([NH:5][CH2:4][CH2:3][CH:2]([C:13]1[CH:14]=[N:15][N:16]2[CH2:21][CH2:20][CH2:19][N:18]([C:22]([O:24][C:25]([CH3:27])([CH3:26])[CH3:28])=[O:23])[C:17]=12)[NH:1][C:38](=[O:39])[C:37]([F:44])([F:43])[F:36])=[O:7])[CH2:10][CH2:11][CH3:12], predict the reactants needed to synthesize it. The reactants are: [NH2:1][CH:2]([C:13]1[CH:14]=[N:15][N:16]2[CH2:21][CH2:20][CH2:19][N:18]([C:22]([O:24][C:25]([CH3:28])([CH3:27])[CH3:26])=[O:23])[C:17]=12)[CH2:3][CH2:4][NH:5][C:6]([O:8][CH2:9][CH2:10][CH2:11][CH3:12])=[O:7].C(N(CC)CC)C.[F:36][C:37]([F:44])([F:43])[C:38](OCC)=[O:39].FC(F)(F)C([O-])=O. (2) Given the product [F:1][C:2]1[CH:21]=[C:20]([N:22]2[CH:26]=[CH:25][CH:24]=[N:23]2)[CH:19]=[CH:18][C:3]=1[CH2:4][C:5]1[C:6]([CH3:17])=[C:7]([CH3:16])[C:8]([O:15][S:36]([C:39]([F:42])([F:41])[F:40])(=[O:38])=[O:37])=[C:9]([CH:14]=1)[C:10]([O:12][CH3:13])=[O:11], predict the reactants needed to synthesize it. The reactants are: [F:1][C:2]1[CH:21]=[C:20]([N:22]2[CH:26]=[CH:25][CH:24]=[N:23]2)[CH:19]=[CH:18][C:3]=1[CH2:4][C:5]1[C:6]([CH3:17])=[C:7]([CH3:16])[C:8]([OH:15])=[C:9]([CH:14]=1)[C:10]([O:12][CH3:13])=[O:11].[H-].[Na+].C1C=CC(N([S:36]([C:39]([F:42])([F:41])[F:40])(=[O:38])=[O:37])[S:36]([C:39]([F:42])([F:41])[F:40])(=[O:38])=[O:37])=CC=1.Cl. (3) Given the product [CH3:6][O:7][C:8]([C:10]1[CH:11]=[C:12]([CH3:33])[C:13]2[O:19][C:18]3[C:20]([Cl:29])=[CH:21][C:22]([NH:24][C:25](=[O:28])[CH2:26][NH:5][CH:1]4[CH2:4][CH2:3][CH2:2]4)=[CH:23][C:17]=3[CH2:16][S:15](=[O:31])(=[O:30])[C:14]=2[CH:32]=1)=[O:9], predict the reactants needed to synthesize it. The reactants are: [CH:1]1([NH2:5])[CH2:4][CH2:3][CH2:2]1.[CH3:6][O:7][C:8]([C:10]1[CH:11]=[C:12]([CH3:33])[C:13]2[O:19][C:18]3[C:20]([Cl:29])=[CH:21][C:22]([NH:24][C:25](=[O:28])[CH2:26]Cl)=[CH:23][C:17]=3[CH2:16][S:15](=[O:31])(=[O:30])[C:14]=2[CH:32]=1)=[O:9]. (4) Given the product [CH3:17][O:16][C:13]1[CH:14]=[C:15]2[C:10](=[CH:11][C:12]=1[O:18][CH3:19])[C:9]([C:20](=[O:32])[C:21]1[CH:26]=[CH:25][CH:24]=[C:23]([O:27][CH2:28][C:29]([N:33]3[CH2:38][CH2:37][O:36][CH2:35][CH2:34]3)=[O:30])[CH:22]=1)=[N:8][CH:7]=[C:6]2[C:4]([OH:3])=[O:5], predict the reactants needed to synthesize it. The reactants are: C([O:3][C:4]([C:6]1[C:15]2[C:10](=[CH:11][C:12]([O:18][CH3:19])=[C:13]([O:16][CH3:17])[CH:14]=2)[C:9]([C:20](=[O:32])[C:21]2[CH:26]=[CH:25][CH:24]=[C:23]([O:27][CH2:28][C:29](O)=[O:30])[CH:22]=2)=[N:8][CH:7]=1)=[O:5])C.[NH:33]1[CH2:38][CH2:37][O:36][CH2:35][CH2:34]1.CN(C(ON1N=NC2C=CC=CC1=2)=[N+](C)C)C.F[P-](F)(F)(F)(F)F.C(N(CC)CC)C. (5) Given the product [NH:8]1[CH:12]=[C:11]([CH2:13][CH2:14][C:15]([OH:17])=[O:16])[N:10]=[N:9]1, predict the reactants needed to synthesize it. The reactants are: C([N:8]1[CH:12]=[C:11]([CH2:13][CH2:14][C:15]([OH:17])=[O:16])[N:10]=[N:9]1)C1C=CC=CC=1.[H][H]. (6) Given the product [I:3][C:4]1[C:11]([I:12])=[CH:10][C:9]([I:13])=[CH:8][C:5]=1[CH2:6][O:1][CH2:6][C:5]1[CH:8]=[C:9]([I:13])[CH:10]=[C:11]([I:12])[C:4]=1[I:3], predict the reactants needed to synthesize it. The reactants are: [OH-:1].[Na+].[I:3][C:4]1[C:11]([I:12])=[CH:10][C:9]([I:13])=[CH:8][C:5]=1[CH2:6]Br.O. (7) Given the product [F:21][C:9]([F:8])([F:20])[CH2:10][CH2:11][S:12]([CH:15]([CH2:7][CH2:6][CH2:5][CH2:4][CH:3]=[CH2:2])[C:16]([O:18][CH3:19])=[O:17])(=[O:13])=[O:14], predict the reactants needed to synthesize it. The reactants are: Br[CH2:2][CH2:3][CH2:4][CH2:5][CH:6]=[CH2:7].[F:8][C:9]([F:21])([F:20])[CH2:10][CH2:11][S:12]([CH2:15][C:16]([O:18][CH3:19])=[O:17])(=[O:14])=[O:13].[H-].[Na+].Cl. (8) Given the product [Cl:14][C:10]1[CH:9]=[C:8]2[C:13]([C:5]([N:4]([CH:24]([CH3:26])[CH3:25])[CH2:3][CH2:2][NH:1][S:34]([CH3:33])(=[O:36])=[O:35])([CH2:16][C:17]3[CH:22]=[CH:21][CH:20]=[C:19]([Cl:23])[CH:18]=3)[C:6](=[O:15])[NH:7]2)=[CH:12][CH:11]=1, predict the reactants needed to synthesize it. The reactants are: [NH2:1][CH2:2][CH2:3][N:4]([CH:24]([CH3:26])[CH3:25])[C:5]1([CH2:16][C:17]2[CH:22]=[CH:21][CH:20]=[C:19]([Cl:23])[CH:18]=2)[C:13]2[C:8](=[CH:9][C:10]([Cl:14])=[CH:11][CH:12]=2)[NH:7][C:6]1=[O:15].C([O-])([O-])=O.[K+].[K+].[CH3:33][S:34](Cl)(=[O:36])=[O:35].